Task: Predict the reaction yield, written as a fraction of the theoretical maximum amount of product (1.0 means a 100% yield; for example, 0.34 means a 34% yield).. Dataset: Reaction yield outcomes from USPTO patents with 853,638 reactions The reactants are C([Li])CCC.CCCCCC.CC1(C)CCCC(C)(C)N1.[Br:22][C:23]1[CH:28]=[CH:27][C:26]([F:29])=[C:25]([F:30])[CH:24]=1.[C:31](=[O:33])=[O:32]. The catalyst is O1CCCC1. The product is [Br:22][C:23]1[C:24]([C:31]([OH:33])=[O:32])=[C:25]([F:30])[C:26]([F:29])=[CH:27][CH:28]=1. The yield is 0.570.